Dataset: Catalyst prediction with 721,799 reactions and 888 catalyst types from USPTO. Task: Predict which catalyst facilitates the given reaction. (1) The catalyst class is: 7. Reactant: [C:1]1([CH3:13])[CH:6]=[C:5]([CH3:7])[CH:4]=[C:3]([CH3:8])[C:2]=1[CH2:9][C:10](O)=O.[CH3:14][NH:15][C:16]1[C:21]([NH2:22])=[CH:20][CH:19]=[CH:18][C:17]=1[NH2:23]. Product: [C:1]1([CH3:13])[CH:6]=[C:5]([CH3:7])[CH:4]=[C:3]([CH3:8])[C:2]=1[CH2:9][C:10]1[N:15]([CH3:14])[C:16]2[C:21]([NH2:22])=[CH:20][CH:19]=[CH:18][C:17]=2[N:23]=1. (2) Reactant: Cl.[CH2:2]([O:4][C@@H:5]([CH2:8][C:9]1[CH:14]=[CH:13][C:12]([CH2:15][CH2:16][NH:17][CH2:18][CH2:19][CH2:20][CH2:21][CH2:22][CH2:23][CH3:24])=[CH:11][CH:10]=1)[CH2:6][OH:7])[CH3:3].C(N(CC)CC)C.[F:32][C:33]1[CH:38]=[C:37]([F:39])[CH:36]=[CH:35][C:34]=1[N:40]=[C:41]=[O:42].O. Product: [F:32][C:33]1[CH:38]=[C:37]([F:39])[CH:36]=[CH:35][C:34]=1[NH:40][C:41](=[O:42])[N:17]([CH2:16][CH2:15][C:12]1[CH:11]=[CH:10][C:9]([CH2:8][C@H:5]([O:4][CH2:2][CH3:3])[CH2:6][OH:7])=[CH:14][CH:13]=1)[CH2:18][CH2:19][CH2:20][CH2:21][CH2:22][CH2:23][CH3:24]. The catalyst class is: 2. (3) Reactant: [CH3:1][C:2]([NH:6][S:7]([C:10]1[CH:15]=[CH:14][C:13]([C:16]2[CH:21]=[CH:20][C:19]([C:22]([F:25])([F:24])[F:23])=[CH:18][CH:17]=2)=[CH:12][CH:11]=1)(=[O:9])=[O:8])([C:4]#[CH:5])[CH3:3].C(=O)([O-])[O-].[K+].[K+].Cl.Cl[CH2:34][CH2:35][N:36]1[CH2:41][CH2:40][O:39][CH2:38][CH2:37]1. Product: [CH3:3][C:2]([N:6]([CH2:34][CH2:35][N:36]1[CH2:41][CH2:40][O:39][CH2:38][CH2:37]1)[S:7]([C:10]1[CH:15]=[CH:14][C:13]([C:16]2[CH:17]=[CH:18][C:19]([C:22]([F:25])([F:24])[F:23])=[CH:20][CH:21]=2)=[CH:12][CH:11]=1)(=[O:8])=[O:9])([C:4]#[CH:5])[CH3:1]. The catalyst class is: 31.